Task: Predict the product of the given reaction.. Dataset: Forward reaction prediction with 1.9M reactions from USPTO patents (1976-2016) (1) Given the reactants [CH:1]1([C:7]2[N:12]([OH:13])[C:11](=O)[CH:10]=[C:9]([CH3:15])[CH:8]=2)[CH2:6][CH2:5][CH2:4][CH2:3][CH2:2]1.P12(SP3(SP(SP(S3)(S1)=S)(=S)S2)=S)=[S:17], predict the reaction product. The product is: [CH:1]1([C:7]2[N:12]([OH:13])[C:11](=[S:17])[CH:10]=[C:9]([CH3:15])[CH:8]=2)[CH2:6][CH2:5][CH2:4][CH2:3][CH2:2]1. (2) The product is: [N+:1]([C:4]1[CH:9]=[CH:8][CH:7]=[CH:6][C:5]=1[CH:10]([OH:12])[CH3:11])([O-:3])=[O:2]. Given the reactants [N+:1]([C:4]1[CH:9]=[CH:8][CH:7]=[CH:6][C:5]=1[C:10](=[O:12])[CH3:11])([O-:3])=[O:2], predict the reaction product.